Dataset: Forward reaction prediction with 1.9M reactions from USPTO patents (1976-2016). Task: Predict the product of the given reaction. (1) The product is: [OH:1][C:2]1[C:3]([CH:4]=[O:5])=[CH:6][C:7]([N+:11]([O-:13])=[O:12])=[C:8]2[C:9]=1[CH:17]=[CH:16][C:15]([CH3:19])([CH3:14])[O:10]2. Given the reactants [OH:1][C:2]1[CH:9]=[C:8]([OH:10])[C:7]([N+:11]([O-:13])=[O:12])=[CH:6][C:3]=1[CH:4]=[O:5].[CH3:14][C:15]([CH3:19])=[CH:16][CH:17]=O.N1C=CC=CC=1, predict the reaction product. (2) Given the reactants C[O:2][C:3]1[CH:4]=[C:5]([CH:10]=[C:11]([C:13]2[CH:22]=[CH:21][C:20]3[C:15](=[CH:16][CH:17]=[C:18]([O:23]C)[CH:19]=3)[CH:14]=2)[CH:12]=1)[C:6]([NH:8][CH3:9])=[O:7].B(Br)(Br)Br, predict the reaction product. The product is: [OH:2][C:3]1[CH:4]=[C:5]([CH:10]=[C:11]([C:13]2[CH:22]=[CH:21][C:20]3[C:15](=[CH:16][CH:17]=[C:18]([OH:23])[CH:19]=3)[CH:14]=2)[CH:12]=1)[C:6]([NH:8][CH3:9])=[O:7]. (3) Given the reactants [CH3:1][O:2][C:3]1[CH:4]=[C:5]2[C:10](=[CH:11][C:12]=1[O:13][CH3:14])[N:9]=[CH:8][CH:7]=[C:6]2[O:15][C:16]1[CH:21]=[CH:20][C:19]([NH:22][C:23](=O)[CH2:24][CH2:25][O:26][C:27]2[CH:32]=[CH:31][CH:30]=[CH:29][C:28]=2[CH3:33])=[CH:18][CH:17]=1.Cl.[OH-].[Na+], predict the reaction product. The product is: [CH3:1][O:2][C:3]1[CH:4]=[C:5]2[C:10](=[CH:11][C:12]=1[O:13][CH3:14])[N:9]=[CH:8][CH:7]=[C:6]2[O:15][C:16]1[CH:17]=[CH:18][C:19]([NH:22][CH2:23][CH2:24][CH2:25][O:26][C:27]2[CH:32]=[CH:31][CH:30]=[CH:29][C:28]=2[CH3:33])=[CH:20][CH:21]=1. (4) The product is: [OH:4][CH:5]([CH2:25][N:26]1[C:35]2[C:30](=[CH:31][CH:32]=[C:33]([O:36][CH3:37])[CH:34]=2)[N:29]=[CH:28][C:27]1=[O:38])[CH2:6][NH:7][CH:8]1[CH2:12][N:11]([C:13]2[CH:14]=[CH:15][C:16]3[O:21][CH2:20][C:19](=[O:22])[NH:18][C:17]=3[CH:23]=2)[C:10](=[O:24])[CH2:9]1. Given the reactants COC[O:4][CH:5]([CH2:25][N:26]1[C:35]2[C:30](=[CH:31][CH:32]=[C:33]([O:36][CH3:37])[CH:34]=2)[N:29]=[CH:28][C:27]1=[O:38])[CH2:6][NH:7][CH:8]1[CH2:12][N:11]([C:13]2[CH:14]=[CH:15][C:16]3[O:21][CH2:20][C:19](=[O:22])[NH:18][C:17]=3[CH:23]=2)[C:10](=[O:24])[CH2:9]1.Cl, predict the reaction product. (5) Given the reactants [F:1][C:2]1[CH:27]=[CH:26][C:5]([O:6][C:7]2[CH:12]=[CH:11][C:10]([S:13]([NH:16][CH2:17][CH2:18][C:19]3[CH:24]=[CH:23][CH:22]=[CH:21][C:20]=3[OH:25])(=[O:15])=[O:14])=[CH:9][CH:8]=2)=[CH:4][CH:3]=1.C1(P(C2C=CC=CC=2)C2C=CC=CC=2)C=CC=CC=1.CCOC(/N=N/C(OCC)=O)=O.[N:59]1([CH2:65][CH2:66]O)[CH2:64][CH2:63][CH2:62][CH2:61][CH2:60]1.FC1C=CC(OC2C=CC(S(N3CCC4C(=CC=C(OCCCN5CCN(C)CC5)C=4)C3C(OC)=O)(=O)=O)=CC=2)=CC=1, predict the reaction product. The product is: [F:1][C:2]1[CH:27]=[CH:26][C:5]([O:6][C:7]2[CH:12]=[CH:11][C:10]([S:13]([NH:16][CH2:17][CH2:18][C:19]3[CH:24]=[CH:23][CH:22]=[CH:21][C:20]=3[O:25][CH2:66][CH2:65][N:59]3[CH2:64][CH2:63][CH2:62][CH2:61][CH2:60]3)(=[O:15])=[O:14])=[CH:9][CH:8]=2)=[CH:4][CH:3]=1. (6) Given the reactants ClC(Cl)(O[C:5](=[O:11])OC(Cl)(Cl)Cl)Cl.[NH2:13][C:14]1[CH:19]=[CH:18][C:17]([N:20]2[C:24]([CH2:25][CH2:26][CH3:27])=[C:23]([C:28]([NH:30][CH:31]3[CH2:33][CH2:32]3)=[O:29])[N:22]=[N:21]2)=[CH:16][CH:15]=1.C(N(CC)C(C)C)(C)C.[CH2:43]([NH2:50])[C:44]1[CH:49]=[CH:48][CH:47]=[CH:46][CH:45]=1, predict the reaction product. The product is: [CH2:43]([NH:50][C:5]([NH:13][C:14]1[CH:19]=[CH:18][C:17]([N:20]2[C:24]([CH2:25][CH2:26][CH3:27])=[C:23]([C:28]([NH:30][CH:31]3[CH2:32][CH2:33]3)=[O:29])[N:22]=[N:21]2)=[CH:16][CH:15]=1)=[O:11])[C:44]1[CH:49]=[CH:48][CH:47]=[CH:46][CH:45]=1. (7) Given the reactants [CH2:1]([N:8]1[CH2:13][C@@H:12]([CH3:14])[NH:11][CH2:10][C@@H:9]1[CH3:15])[C:2]1[CH:7]=[CH:6][CH:5]=[CH:4][CH:3]=1.[F:16][C:17]([F:22])([F:21])[CH2:18][CH:19]=O.CC(O)=O.C([BH3-])#N.[Na+], predict the reaction product. The product is: [CH2:1]([N:8]1[CH2:13][C@@H:12]([CH3:14])[N:11]([CH2:19][CH2:18][C:17]([F:22])([F:21])[F:16])[CH2:10][C@@H:9]1[CH3:15])[C:2]1[CH:7]=[CH:6][CH:5]=[CH:4][CH:3]=1.